This data is from Full USPTO retrosynthesis dataset with 1.9M reactions from patents (1976-2016). The task is: Predict the reactants needed to synthesize the given product. (1) Given the product [OH:51][C:45]([C:47]([F:50])([F:49])[F:48])=[O:46].[CH2:29]([N:27]1[CH:28]=[C:24]([CH2:23][O:22][C:18]2[CH:17]=[C:16]3[C:21](=[CH:20][CH:19]=2)[N:13]([C:11](=[O:12])[CH2:10][NH:9][CH2:8][CH2:7][C:6]([OH:44])=[O:5])[CH2:14][CH2:15]3)[C:25]([C:33]([F:34])([F:36])[F:35])=[N:26]1)[CH:30]([CH3:32])[CH3:31], predict the reactants needed to synthesize it. The reactants are: C([O:5][C:6](=[O:44])[CH2:7][CH2:8][N:9](C(OC(C)(C)C)=O)[CH2:10][C:11]([N:13]1[C:21]2[C:16](=[CH:17][C:18]([O:22][CH2:23][C:24]3[C:25]([C:33]([F:36])([F:35])[F:34])=[N:26][N:27]([CH2:29][CH:30]([CH3:32])[CH3:31])[CH:28]=3)=[CH:19][CH:20]=2)[CH2:15][CH2:14]1)=[O:12])(C)(C)C.[C:45]([OH:51])([C:47]([F:50])([F:49])[F:48])=[O:46]. (2) Given the product [F:32][C:11]([F:10])([F:31])[C:12]1[CH:26]=[C:25]([C:27]([F:30])([F:29])[F:28])[CH:24]=[CH:23][C:13]=1[CH2:14][N:15]1[CH2:20][CH2:19][CH:18](/[CH:21]=[C:7]2/[C:8]3[N:4]([CH2:3][CH2:2][N:1]=3)[C:5](=[O:9])[S:6]/2)[CH2:17][CH2:16]1, predict the reactants needed to synthesize it. The reactants are: [N:1]1[CH2:2][CH2:3][N:4]2[C:8]=1[CH2:7][S:6][C:5]2=[O:9].[F:10][C:11]([F:32])([F:31])[C:12]1[CH:26]=[C:25]([C:27]([F:30])([F:29])[F:28])[CH:24]=[CH:23][C:13]=1[CH2:14][N:15]1[CH2:20][CH2:19][CH:18]([CH:21]=O)[CH2:17][CH2:16]1.C([O-])(=O)C.[NH2+]1CCCCC1. (3) Given the product [F:42][C:19]1[CH:20]=[C:21]([O:24][C:25]2[C:34]3[C:29](=[CH:30][C:31]([O:37][CH2:38][C@H:39]4[CH2:41][O:40]4)=[C:32]([C:35]#[N:36])[CH:33]=3)[N:28]=[CH:27][CH:26]=2)[CH:22]=[CH:23][C:18]=1[NH:17][C:16]([NH:4][CH:1]1[CH2:3][CH2:2]1)=[O:15], predict the reactants needed to synthesize it. The reactants are: [CH:1]1([NH2:4])[CH2:3][CH2:2]1.CS(C)=O.C1([O:15][C:16](=O)[NH:17][C:18]2[CH:23]=[CH:22][C:21]([O:24][C:25]3[C:34]4[C:29](=[CH:30][C:31]([O:37][CH2:38][C@H:39]5[CH2:41][O:40]5)=[C:32]([C:35]#[N:36])[CH:33]=4)[N:28]=[CH:27][CH:26]=3)=[CH:20][C:19]=2[F:42])C=CC=CC=1.O.